The task is: Predict which catalyst facilitates the given reaction.. This data is from Catalyst prediction with 721,799 reactions and 888 catalyst types from USPTO. (1) Product: [F:1][C:2]1[CH:28]=[CH:27][C:5]2[N:6]=[C:7]([N:20]3[CH2:21][CH2:22][N:23]([CH3:26])[CH2:24][CH2:25]3)[C:8]3[C:13]4[CH:14]=[CH:15][C:16]([OH:18])=[CH:17][C:12]=4[S:11][C:9]=3[NH:10][C:4]=2[CH:3]=1. The catalyst class is: 46. Reactant: [F:1][C:2]1[CH:28]=[CH:27][C:5]2[N:6]=[C:7]([N:20]3[CH2:25][CH2:24][N:23]([CH3:26])[CH2:22][CH2:21]3)[C:8]3[C:13]4[CH:14]=[CH:15][C:16]([O:18]C)=[CH:17][C:12]=4[S:11][C:9]=3[NH:10][C:4]=2[CH:3]=1.C(S)(S)C.[Cl-].[Al+3].[Cl-].[Cl-].[OH-].[Na+]. (2) Reactant: [CH3:1][S:2][C:3]1[N:8]=[C:7]([NH:9][C:10]2[CH:15]=[CH:14][CH:13]=[C:12]([N+:16]([O-:18])=[O:17])[CH:11]=2)[C:6]([C:19]([O:21]CC)=[O:20])=[CH:5][N:4]=1.O[Li].O. Product: [CH3:1][S:2][C:3]1[N:8]=[C:7]([NH:9][C:10]2[CH:15]=[CH:14][CH:13]=[C:12]([N+:16]([O-:18])=[O:17])[CH:11]=2)[C:6]([C:19]([OH:21])=[O:20])=[CH:5][N:4]=1. The catalyst class is: 87. (3) Reactant: [Br:1]N1C(=O)CCC1=O.[Br:9][C:10]1[CH:11]=[C:12]([O:17][C:18]2[C:23]([F:24])=[C:22]([CH3:25])[CH:21]=[CH:20][C:19]=2[Cl:26])[CH:13]=[C:14]([Cl:16])[CH:15]=1. Product: [Br:9][C:10]1[CH:11]=[C:12]([O:17][C:18]2[C:23]([F:24])=[C:22]([CH2:25][Br:1])[CH:21]=[CH:20][C:19]=2[Cl:26])[CH:13]=[C:14]([Cl:16])[CH:15]=1. The catalyst class is: 53. (4) Product: [C:25]([CH2:2][CH2:3][CH:4]1[NH:18][C:17](=[O:19])[N:16]([CH3:20])[CH2:15][CH2:14][CH2:13][CH2:12][CH:11]=[CH:10][CH:9]2[C:7]([C:21]([OH:23])=[O:22])([CH2:8]2)[NH:6][C:5]1=[O:24])(=[O:27])[CH3:26]. The catalyst class is: 2. Reactant: O[CH2:2][CH2:3][C@@H:4]1[NH:18][C:17](=[O:19])[N:16]([CH3:20])[CH2:15][CH2:14][CH2:13][CH2:12][CH:11]=[CH:10][C@H:9]2[C@@:7]([C:21]([OH:23])=[O:22])([CH2:8]2)[NH:6][C:5]1=[O:24].[C:25](Cl)(=[O:27])[CH3:26].CC(O)=O. (5) Reactant: [CH3:1][C:2]1[CH:7]=[CH:6][C:5]([NH2:8])=[CH:4][C:3]=1[NH:9][C:10]1[N:15]=[C:14]([C:16]2[CH:21]=[N:20][CH:19]=[CH:18][N:17]=2)[CH:13]=[CH:12][N:11]=1.[F:22][C:23]1[CH:24]=[C:25]([CH:29]=[C:30]([C:32]([F:35])([F:34])[F:33])[CH:31]=1)[C:26](O)=[O:27].F[P-](F)(F)(F)(F)F.N1(O[P+](N(C)C)(N(C)C)N(C)C)C2C=CC=CC=2N=N1.CCN(C(C)C)C(C)C. Product: [F:22][C:23]1[CH:24]=[C:25]([CH:29]=[C:30]([C:32]([F:33])([F:34])[F:35])[CH:31]=1)[C:26]([NH:8][C:5]1[CH:6]=[CH:7][C:2]([CH3:1])=[C:3]([NH:9][C:10]2[N:15]=[C:14]([C:16]3[CH:21]=[N:20][CH:19]=[CH:18][N:17]=3)[CH:13]=[CH:12][N:11]=2)[CH:4]=1)=[O:27]. The catalyst class is: 18. (6) Reactant: Cl.Cl.[F:3][C:4]1[CH:9]=[C:8]([F:10])[CH:7]=[CH:6][C:5]=1[C:11]1[CH:16]=[CH:15][N:14]=[C:13]([N:17]2[CH2:22][CH2:21][NH:20][CH2:19][CH2:18]2)[CH:12]=1.C(N(CC)C(C)C)(C)C.[CH3:32][C:33]1[C:37]([CH3:38])=[C:36]([NH:39][C:40](=O)[O:41]CC(Cl)(Cl)Cl)[O:35][N:34]=1.O. Product: [F:3][C:4]1[CH:9]=[C:8]([F:10])[CH:7]=[CH:6][C:5]=1[C:11]1[CH:16]=[CH:15][N:14]=[C:13]([N:17]2[CH2:18][CH2:19][N:20]([C:40]([NH:39][C:36]3[O:35][N:34]=[C:33]([CH3:32])[C:37]=3[CH3:38])=[O:41])[CH2:21][CH2:22]2)[CH:12]=1. The catalyst class is: 16. (7) Reactant: Cl[C:2]1[N:7]=[C:6]([O:8][C:9]2[C:18]3[C:13](=[CH:14][CH:15]=[CH:16][CH:17]=3)[C:12]([NH:19][C:20]([NH:22][C:23]3[N:27]([C:28]4[CH:33]=[CH:32][C:31]([CH3:34])=[CH:30][CH:29]=4)[N:26]=[C:25]([CH:35]([CH3:37])[CH3:36])[CH:24]=3)=[O:21])=[CH:11][CH:10]=2)[CH:5]=[CH:4][N:3]=1.[CH3:38][O:39][CH2:40][CH2:41][O:42][CH2:43][CH2:44][O:45][CH2:46][CH2:47][O:48][C:49]1[CH:50]=[C:51]([CH:53]=[C:54]([O:56][C:57]([F:60])([F:59])[F:58])[CH:55]=1)[NH2:52]. Product: [CH:35]([C:25]1[CH:24]=[C:23]([NH:22][C:20]([NH:19][C:12]2[C:13]3[C:18](=[CH:17][CH:16]=[CH:15][CH:14]=3)[C:9]([O:8][C:6]3[CH:5]=[CH:4][N:3]=[C:2]([NH:52][C:51]4[CH:53]=[C:54]([O:56][C:57]([F:59])([F:60])[F:58])[CH:55]=[C:49]([O:48][CH2:47][CH2:46][O:45][CH2:44][CH2:43][O:42][CH2:41][CH2:40][O:39][CH3:38])[CH:50]=4)[N:7]=3)=[CH:10][CH:11]=2)=[O:21])[N:27]([C:28]2[CH:33]=[CH:32][C:31]([CH3:34])=[CH:30][CH:29]=2)[N:26]=1)([CH3:37])[CH3:36]. The catalyst class is: 18.